This data is from NCI-60 drug combinations with 297,098 pairs across 59 cell lines. The task is: Regression. Given two drug SMILES strings and cell line genomic features, predict the synergy score measuring deviation from expected non-interaction effect. (1) Drug 1: CC1=C2C(C(=O)C3(C(CC4C(C3C(C(C2(C)C)(CC1OC(=O)C(C(C5=CC=CC=C5)NC(=O)C6=CC=CC=C6)O)O)OC(=O)C7=CC=CC=C7)(CO4)OC(=O)C)O)C)OC(=O)C. Drug 2: C(CC(=O)O)C(=O)CN.Cl. Cell line: MDA-MB-435. Synergy scores: CSS=70.7, Synergy_ZIP=11.2, Synergy_Bliss=7.80, Synergy_Loewe=-52.0, Synergy_HSA=8.21. (2) Drug 1: CN(C)C1=NC(=NC(=N1)N(C)C)N(C)C. Drug 2: CC(C)NC(=O)C1=CC=C(C=C1)CNNC.Cl. Cell line: OVCAR-5. Synergy scores: CSS=8.10, Synergy_ZIP=1.45, Synergy_Bliss=6.78, Synergy_Loewe=2.09, Synergy_HSA=2.56. (3) Drug 1: CC1C(C(=O)NC(C(=O)N2CCCC2C(=O)N(CC(=O)N(C(C(=O)O1)C(C)C)C)C)C(C)C)NC(=O)C3=C4C(=C(C=C3)C)OC5=C(C(=O)C(=C(C5=N4)C(=O)NC6C(OC(=O)C(N(C(=O)CN(C(=O)C7CCCN7C(=O)C(NC6=O)C(C)C)C)C)C(C)C)C)N)C. Drug 2: CC1=C2C(C(=O)C3(C(CC4C(C3C(C(C2(C)C)(CC1OC(=O)C(C(C5=CC=CC=C5)NC(=O)C6=CC=CC=C6)O)O)OC(=O)C7=CC=CC=C7)(CO4)OC(=O)C)O)C)OC(=O)C. Cell line: HCT-15. Synergy scores: CSS=2.76, Synergy_ZIP=3.09, Synergy_Bliss=5.66, Synergy_Loewe=4.39, Synergy_HSA=0.609. (4) Drug 1: CCCCCOC(=O)NC1=NC(=O)N(C=C1F)C2C(C(C(O2)C)O)O. Cell line: HCT116. Drug 2: C#CCC(CC1=CN=C2C(=N1)C(=NC(=N2)N)N)C3=CC=C(C=C3)C(=O)NC(CCC(=O)O)C(=O)O. Synergy scores: CSS=71.9, Synergy_ZIP=25.8, Synergy_Bliss=2.14, Synergy_Loewe=83.2, Synergy_HSA=1.20. (5) Drug 1: C1=NC2=C(N=C(N=C2N1C3C(C(C(O3)CO)O)F)Cl)N. Drug 2: C1=CC=C(C(=C1)C(C2=CC=C(C=C2)Cl)C(Cl)Cl)Cl. Cell line: PC-3. Synergy scores: CSS=-2.75, Synergy_ZIP=2.62, Synergy_Bliss=2.71, Synergy_Loewe=-0.0262, Synergy_HSA=-0.518.